Dataset: Forward reaction prediction with 1.9M reactions from USPTO patents (1976-2016). Task: Predict the product of the given reaction. Given the reactants [OH:1][N:2]([CH3:23])[C:3](=[NH:22])/[C:4](=[N:11]\[O:12][CH2:13][N:14]1[CH:18]=[CH:17][C:16]([N+:19]([O-:21])=[O:20])=[N:15]1)/[C:5]1[CH:10]=[CH:9][CH:8]=[CH:7][CH:6]=1.[C:24](N1C=CN=C1)(N1C=CN=C1)=[O:25], predict the reaction product. The product is: [CH3:23][N:2]1[C:3](/[C:4](=[N:11]\[O:12][CH2:13][N:14]2[CH:18]=[CH:17][C:16]([N+:19]([O-:21])=[O:20])=[N:15]2)/[C:5]2[CH:10]=[CH:9][CH:8]=[CH:7][CH:6]=2)=[N:22][C:24](=[O:25])[O:1]1.